This data is from Catalyst prediction with 721,799 reactions and 888 catalyst types from USPTO. The task is: Predict which catalyst facilitates the given reaction. (1) Reactant: [C:1]([O:9][CH2:10][CH2:11][O:12][CH2:13][CH2:14][N:15]1[C:23]2[C:22](Cl)=[N:21][CH:20]=[N:19][C:18]=2[CH:17]=[CH:16]1)(=[O:8])[C:2]1[CH:7]=[CH:6][CH:5]=[CH:4][CH:3]=1.[NH2:25][C:26]1[CH:45]=[CH:44][C:29]([O:30][C:31]2[CH:43]=[CH:42][C:34]([C:35]([O:37][C:38]([CH3:41])([CH3:40])[CH3:39])=[O:36])=[CH:33][CH:32]=2)=[C:28]([Cl:46])[CH:27]=1. Product: [C:1]([O:9][CH2:10][CH2:11][O:12][CH2:13][CH2:14][N:15]1[C:23]2[C:22]([NH:25][C:26]3[CH:45]=[CH:44][C:29]([O:30][C:31]4[CH:43]=[CH:42][C:34]([C:35]([O:37][C:38]([CH3:41])([CH3:40])[CH3:39])=[O:36])=[CH:33][CH:32]=4)=[C:28]([Cl:46])[CH:27]=3)=[N:21][CH:20]=[N:19][C:18]=2[CH:17]=[CH:16]1)(=[O:8])[C:2]1[CH:7]=[CH:6][CH:5]=[CH:4][CH:3]=1. The catalyst class is: 32. (2) Reactant: Cl[C:2]1[CH:7]=[C:6]([C:8]2[CH:13]=[CH:12][CH:11]=[C:10]([Cl:14])[C:9]=2[CH3:15])[N:5]=[C:4]([NH2:16])[N:3]=1.[C:17]1([CH:23]([NH2:25])[CH3:24])[CH:22]=[CH:21][CH:20]=[CH:19][CH:18]=1. Product: [Cl:14][C:10]1[C:9]([CH3:15])=[C:8]([C:6]2[N:5]=[C:4]([NH2:16])[N:3]=[C:2]([NH:25][C@@H:23]([C:17]3[CH:22]=[CH:21][CH:20]=[CH:19][CH:18]=3)[CH3:24])[CH:7]=2)[CH:13]=[CH:12][CH:11]=1. The catalyst class is: 5. (3) The catalyst class is: 156. Product: [Br:8][C:6]1[CH:7]=[C:2]([NH:12][C@@H:11]([C:13]([NH:15][CH2:16][C:17]([F:18])([F:19])[F:20])=[O:14])[C:10]([OH:9])([CH3:21])[CH3:22])[CH:3]=[N:4][CH:5]=1. Reactant: Br[C:2]1[CH:3]=[N:4][CH:5]=[C:6]([Br:8])[CH:7]=1.[OH:9][C:10]([CH3:22])([CH3:21])[C@H:11]([C:13]([NH:15][CH2:16][C:17]([F:20])([F:19])[F:18])=[O:14])[NH2:12].Cl.C(=O)([O-])[O-].[K+].[K+].N1CCC[C@H]1C(O)=O. (4) Reactant: [Br:1][C:2]1[CH:3]=[CH:4][C:5]2[S:9](=[O:11])(=[O:10])[N:8]([CH2:12][C:13]([N:15]3[CH2:20][CH2:19][O:18][CH2:17][CH2:16]3)=O)[CH:7]([CH3:21])[C:6]=2[CH:22]=1.B.C1COCC1. Product: [Br:1][C:2]1[CH:3]=[CH:4][C:5]2[S:9](=[O:10])(=[O:11])[N:8]([CH2:12][CH2:13][N:15]3[CH2:16][CH2:17][O:18][CH2:19][CH2:20]3)[CH:7]([CH3:21])[C:6]=2[CH:22]=1. The catalyst class is: 1.